Dataset: Forward reaction prediction with 1.9M reactions from USPTO patents (1976-2016). Task: Predict the product of the given reaction. (1) The product is: [CH:22]([O:15][C:14](=[O:16])[C@H:3]([CH2:4][C:5]1[C:13]2[C:8](=[CH:9][CH:10]=[CH:11][CH:12]=2)[NH:7][CH:6]=1)[NH2:2])([CH3:23])[CH3:21]. Given the reactants Br.[NH2:2][C@H:3]([C:14]([OH:16])=[O:15])[CH2:4][C:5]1[C:13]2[C:8](=[CH:9][CH:10]=[CH:11][CH:12]=2)[NH:7][CH:6]=1.CC(N[CH2:21][CH2:22][C:23]1C2C=C(OC)C=CC=2NC=1)=O.C(O)C, predict the reaction product. (2) The product is: [CH2:16]([NH:15][CH:3]([C:4]1[NH:5][CH:6]=[C:7]([C:9]2[CH:14]=[CH:13][CH:12]=[CH:11][CH:10]=2)[N:8]=1)[CH:2]([CH3:19])[CH3:1])[CH3:17]. Given the reactants [CH3:1][CH:2]([CH3:19])[CH:3]([NH:15][C:16](=O)[CH3:17])[C:4]1[NH:5][CH:6]=[C:7]([C:9]2[CH:14]=[CH:13][CH:12]=[CH:11][CH:10]=2)[N:8]=1.[H-].[H-].[H-].[H-].[Li+].[Al+3], predict the reaction product. (3) Given the reactants N1C2C(=C(N)C=CC=2)C=N1.[N:11]([C:14]1[CH:15]=[C:16]([CH:19]=[CH:20][C:21]=1[O:22][CH3:23])[C:17]#[N:18])=[C:12]=[S:13].CS(C1C=CC(OC)=C(NC([NH:37][C:38]2[CH:46]=[CH:45][CH:44]=[C:43]3[C:39]=2[CH:40]=[N:41][N:42]3[CH3:47])=S)C=1)(=O)=O, predict the reaction product. The product is: [C:17]([C:16]1[CH:19]=[CH:20][C:21]([O:22][CH3:23])=[C:14]([NH:11][C:12]([NH:37][C:38]2[CH:46]=[CH:45][CH:44]=[C:43]3[C:39]=2[CH:40]=[N:41][N:42]3[CH3:47])=[S:13])[CH:15]=1)#[N:18].